This data is from Catalyst prediction with 721,799 reactions and 888 catalyst types from USPTO. The task is: Predict which catalyst facilitates the given reaction. (1) Reactant: [Cl:1][C:2]1[C:7]([NH2:8])=[C:6]([Cl:9])[N:5]=[CH:4][N:3]=1.[CH:10]1([CH2:13][C:14](Cl)=[O:15])[CH2:12][CH2:11]1.O1CCCC1. Product: [CH:10]1([CH2:13][C:14]([NH:8][C:7]2[C:2]([Cl:1])=[N:3][CH:4]=[N:5][C:6]=2[Cl:9])=[O:15])[CH2:12][CH2:11]1. The catalyst class is: 27. (2) Reactant: [F:1][C:2]([F:7])([F:6])[CH2:3][CH2:4][OH:5].C1(P(C2C=CC=CC=2)C2C=CC=CC=2)C=CC=CC=1.N(C(OC(C)C)=O)=NC(OC(C)C)=O.[Cl:41][C:42]1[C:51](O)=[CH:50][C:45]([C:46]([O:48][CH3:49])=[O:47])=[CH:44][N:43]=1. Product: [Cl:41][C:42]1[C:51]([O:5][CH2:4][CH2:3][C:2]([F:7])([F:6])[F:1])=[CH:50][C:45]([C:46]([O:48][CH3:49])=[O:47])=[CH:44][N:43]=1. The catalyst class is: 7. (3) Reactant: [F:1][C:2]([F:23])([F:22])[C:3]([C:9]1[CH:14]=[CH:13][C:12]([CH2:15][N:16]2[CH2:21][CH2:20][NH:19][CH2:18][CH2:17]2)=[CH:11][CH:10]=1)([OH:8])[C:4]([F:7])([F:6])[F:5].[N+:24]([C:27]1[CH:28]=[C:29]([S:33](Cl)(=[O:35])=[O:34])[CH:30]=[CH:31][CH:32]=1)([O-:26])=[O:25].N1C=CC=CC=1. Product: [F:23][C:2]([F:22])([F:1])[C:3]([C:9]1[CH:10]=[CH:11][C:12]([CH2:15][N:16]2[CH2:17][CH2:18][N:19]([S:33]([C:29]3[CH:30]=[CH:31][CH:32]=[C:27]([N+:24]([O-:26])=[O:25])[CH:28]=3)(=[O:34])=[O:35])[CH2:20][CH2:21]2)=[CH:13][CH:14]=1)([OH:8])[C:4]([F:7])([F:6])[F:5]. The catalyst class is: 4. (4) Reactant: Br[C:2]1[CH:3]=[N:4][C:5]2[N:6]([N:8]=[CH:9][CH:10]=2)[CH:7]=1.[C:11]1([C:17]#[CH:18])[CH:16]=[CH:15][CH:14]=[CH:13][CH:12]=1.C(N(CC)CC)C.C1(P(C2C=CC=CC=2)C2C=CC=CC=2)C=CC=CC=1. Product: [C:11]1([C:17]#[C:18][C:2]2[CH:3]=[N:4][C:5]3[N:6]([N:8]=[CH:9][CH:10]=3)[CH:7]=2)[CH:16]=[CH:15][CH:14]=[CH:13][CH:12]=1. The catalyst class is: 540. (5) Reactant: [CH2:1]([C:5]1[N:6]=[C:7]2[C:16]([N:17](CC3C=CC(OC)=CC=3)CC3C=CC(OC)=CC=3)=[N:15][C:14]3[C:9](=[CH:10][CH:11]=[CH:12][CH:13]=3)[N:8]2[CH:36]=1)[CH:2]([CH3:4])[CH3:3]. Product: [CH2:1]([C:5]1[N:6]=[C:7]2[C:16]([NH2:17])=[N:15][C:14]3[C:9](=[CH:10][CH:11]=[CH:12][CH:13]=3)[N:8]2[CH:36]=1)[CH:2]([CH3:4])[CH3:3]. The catalyst class is: 55. (6) Reactant: Cl[C:2]1[C:14]2[C:13]3[C:8](=[CH:9][CH:10]=[CH:11][CH:12]=3)[C@@:7]([C:16]([F:19])([F:18])[F:17])([OH:15])[C:6]=2[CH:5]=[C:4]([O:20][CH2:21][CH2:22][C:23]([OH:26])([CH3:25])[CH3:24])[CH:3]=1.[CH3:27][C:28]([N:35]1[CH:39]=[C:38](B2OC(C)(C)C(C)(C)O2)[CH:37]=[N:36]1)([CH3:34])[C:29]([O:31][CH2:32][CH3:33])=[O:30].P([O-])([O-])([O-])=O.[K+].[K+].[K+].C1(P(C2CCCCC2)C2C=CC=CC=2C2C(OC)=CC=CC=2OC)CCCCC1. Product: [OH:15][C@@:7]1([C:16]([F:18])([F:19])[F:17])[C:6]2[CH:5]=[C:4]([O:20][CH2:21][CH2:22][C:23]([OH:26])([CH3:24])[CH3:25])[CH:3]=[C:2]([C:38]3[CH:37]=[N:36][N:35]([C:28]([CH3:27])([CH3:34])[C:29]([O:31][CH2:32][CH3:33])=[O:30])[CH:39]=3)[C:14]=2[C:13]2[C:8]1=[CH:9][CH:10]=[CH:11][CH:12]=2. The catalyst class is: 493. (7) Reactant: Cl[C:2]1[CH:7]=[CH:6][CH:5]=[C:4]([C:8]#[N:9])[N:3]=1.C(=O)([O-])[O-].[Cs+].[Cs+].[Cl:16][C:17]1[CH:44]=[CH:43][C:20]([CH2:21][N:22]2[C:27](=[O:28])[C:26]([C:29]3[O:30][C:31]([CH3:34])=[CH:32][N:33]=3)=[CH:25][N:24]=[C:23]2[NH:35][C:36]2[CH:41]=[CH:40][C:39]([OH:42])=[CH:38][CH:37]=2)=[CH:19][CH:18]=1.CN(C=O)C. Product: [Cl:16][C:17]1[CH:18]=[CH:19][C:20]([CH2:21][N:22]2[C:27](=[O:28])[C:26]([C:29]3[O:30][C:31]([CH3:34])=[CH:32][N:33]=3)=[CH:25][N:24]=[C:23]2[NH:35][C:36]2[CH:41]=[CH:40][C:39]([O:42][C:2]3[CH:7]=[CH:6][CH:5]=[C:4]([C:8]#[N:9])[N:3]=3)=[CH:38][CH:37]=2)=[CH:43][CH:44]=1. The catalyst class is: 6. (8) Reactant: [CH3:1][S:2]([CH2:5][C:6](=[CH2:11])[C:7]([O:9]C)=[O:8])(=[O:4])=[O:3].[OH-].[Li+].S([O-])(O)(=O)=O.[K+]. Product: [CH3:1][S:2]([CH2:5][C:6](=[CH2:11])[C:7]([OH:9])=[O:8])(=[O:4])=[O:3]. The catalyst class is: 30. (9) Reactant: [C:1]([C:3]1[CH:4]=[C:5]([CH:9]=[CH:10][CH:11]=1)[C:6](Cl)=[O:7])#[N:2].[NH2:12][C:13]1[CH:14]=[C:15]([CH:31]=[CH:32][CH:33]=1)[CH2:16][O:17][C:18]1[CH:23]=[CH:22][C:21]([C:24](=[O:26])[CH3:25])=[C:20]([OH:27])[C:19]=1[CH2:28][CH2:29][CH3:30].C(N(CC)CC)C. Product: [C:24]([C:21]1[CH:22]=[CH:23][C:18]([O:17][CH2:16][C:15]2[CH:14]=[C:13]([NH:12][C:6](=[O:7])[C:5]3[CH:9]=[CH:10][CH:11]=[C:3]([C:1]#[N:2])[CH:4]=3)[CH:33]=[CH:32][CH:31]=2)=[C:19]([CH2:28][CH2:29][CH3:30])[C:20]=1[OH:27])(=[O:26])[CH3:25]. The catalyst class is: 4.